This data is from Reaction yield outcomes from USPTO patents with 853,638 reactions. The task is: Predict the reaction yield, written as a fraction of the theoretical maximum amount of product (1.0 means a 100% yield; for example, 0.34 means a 34% yield). The reactants are C[O:2][C:3]([C:5]1[CH:6]=[CH:7][C:8]2[O:12][C:11]([CH2:13][O:14][C:15]3[CH:20]=[CH:19][C:18]([Cl:21])=[CH:17][C:16]=3[Cl:22])=[N:10][C:9]=2[CH:23]=1)=[O:4].[Br-].[Al+3].[Br-].[Br-].O.Cl. The catalyst is CSC.ClCCl. The product is [Cl:22][C:16]1[CH:17]=[C:18]([Cl:21])[CH:19]=[CH:20][C:15]=1[O:14][CH2:13][C:11]1[O:12][C:8]2[CH:7]=[CH:6][C:5]([C:3]([OH:4])=[O:2])=[CH:23][C:9]=2[N:10]=1. The yield is 0.729.